From a dataset of Forward reaction prediction with 1.9M reactions from USPTO patents (1976-2016). Predict the product of the given reaction. The product is: [CH:12]1[C:7]2[C:6]3[CH:1]=[CH:2][C:3]4[C:21]([O:20][C:18](=[O:19])[C:10](=[C:9]([C:16](=[O:17])[O:15][C:13](=[O:14])[C:4]=4[CH:5]=3)[CH:8]=2)[CH:11]=1)=[O:22]. Given the reactants [CH:1]1[C:6]([C:7]2[CH:12]=[CH:11][C:10]3[C:13]([O:15][C:16](=[O:17])[C:9]=3[CH:8]=2)=[O:14])=[CH:5][C:4]2[C:18]([O:20][C:21](=[O:22])[C:3]=2[CH:2]=1)=[O:19].C1C(N)=CC=C(N)C=1.CN1C(=O)CCC1, predict the reaction product.